This data is from Reaction yield outcomes from USPTO patents with 853,638 reactions. The task is: Predict the reaction yield, written as a fraction of the theoretical maximum amount of product (1.0 means a 100% yield; for example, 0.34 means a 34% yield). The reactants are Cl[C:2]1[C:7]([N+:8]([O-:10])=[O:9])=[CH:6][CH:5]=[C:4]([O:11][CH3:12])[N:3]=1.[CH3:13][S:14][C:15]1[S:16][C:17]2[CH:23]=[C:22]([CH2:24][NH2:25])[CH:21]=[CH:20][C:18]=2[N:19]=1. The catalyst is CN(C=O)C.CCOC(C)=O. The product is [CH3:12][O:11][C:4]1[N:3]=[C:2]([NH:25][CH2:24][C:22]2[CH:21]=[CH:20][C:18]3[N:19]=[C:15]([S:14][CH3:13])[S:16][C:17]=3[CH:23]=2)[C:7]([N+:8]([O-:10])=[O:9])=[CH:6][CH:5]=1. The yield is 0.570.